This data is from Antibody developability classification from SAbDab with 2,409 antibodies. The task is: Regression/Classification. Given an antibody's heavy chain and light chain sequences, predict its developability. TAP uses regression for 5 developability metrics; SAbDab uses binary classification. (1) The antibody is ['2atk', 'PROT_7E7F8549']. Result: 0 (not developable). (2) The antibody is ['2dqi', 'DIVLTQSPATLSVTPGNSVSLSCRASQSIGNDLHWYQQKSHESPRLLIKYASQSISGIPSRFSGSGSGTDFTLSINSVETEDFGMYFCQQSNSWPYTFGGGTKLEIK']. Result: 0 (not developable). (3) The antibody is ['QVQLVQSGAEVKKPGSSVKVSCKASGYAFSYSWINWVRQAPGQGLEWMGRIFPGDGDTDYNGKFKGRVTITADKSTSTAYMELSSLRSEDTAVYYCARNVFDGYWLVYWGQGTLVTVSS', 'DIVMTQTPLSLPVTPGEPASISCRSSKSLLHSNGITYLYWYLQKPGQSPQLLIYQMSNLVSGVPDRFSGSGSGTDFTLKISRVEAEDVGVYYCAQNLELPYTFGGGTKVEIK']. Result: 0 (not developable). (4) The antibody is ['QVQLVESGGGVVQPGRSLRLSCAASGFTFSGYGMHWVRQAPGKGLEWVALISYDESNKYYADSVKGRFTISRDNSKNTLYLQMNSLRAEDTAVYYCAKVKFYDPTAPNDYWGQGTLVTVSS', 'DIQMTQSPSSLSASVGDRVTITCRTSQSISSYLNWYQQKPGKAPKLLIYAASSLQSGVPSRFSGSGSGTDFTLTISSLQPEDFATYYCQQSYSTPRTFGQGTKVEIK']. Result: 0 (not developable). (5) The antibody is ['EVQLVQSGAEVKKPGSSVKVSCKASGGTFSSYAISWVRQAGQGLEWMGGIIPIFGTANYAQKFQGRVTITADESTSTAYMELSSLRSEDTAVYYCARTFHIRRYRSGYYDKMDHWGQGTLVTVSS', 'VLTQPPSVSGAPGQRVTISCSGSSSNIGSNYVSWYQQKPGTAPKLLIYDNNQRPSGVPDRFSGSKSGTSAVLAITGLQSEDEADYYCQSRDISQYVFGGGTKLTVL']. Result: 1 (developable). (6) The antibody is ['EVQLQQSGPELVKPGASVKISCKASGYAFSSSWMNWVKQRPGKGLEWIGRIYPGDGDTNYNGKFKGKATLTADKSSSTAYMQLSSLTSEDSAVYFCARSDYYGDYGFAYWGQGTLVTVSA', 'DIVLTQSPASLAVSLGQRATISCKASQSVDYAGDSYMNWYQQKPGQPPKLLIYAASNLESGIPARFSGSGSGTDFTLNIHPVEEEDAATYYCQQSNEDPYTFGGGTKLEIK']. Result: 0 (not developable).